This data is from Full USPTO retrosynthesis dataset with 1.9M reactions from patents (1976-2016). The task is: Predict the reactants needed to synthesize the given product. The reactants are: Br[C:2]1[CH:7]=[CH:6][N:5]=[C:4]([Cl:8])[CH:3]=1.[N:9]1([C:15]([O:17][C:18]([CH3:21])([CH3:20])[CH3:19])=[O:16])[CH2:14][CH2:13][NH:12][CH2:11][CH2:10]1.CC(C)([O-])C.[Na+]. Given the product [Cl:8][C:4]1[CH:3]=[C:2]([N:12]2[CH2:11][CH2:10][N:9]([C:15]([O:17][C:18]([CH3:21])([CH3:20])[CH3:19])=[O:16])[CH2:14][CH2:13]2)[CH:7]=[CH:6][N:5]=1, predict the reactants needed to synthesize it.